Dataset: Reaction yield outcomes from USPTO patents with 853,638 reactions. Task: Predict the reaction yield, written as a fraction of the theoretical maximum amount of product (1.0 means a 100% yield; for example, 0.34 means a 34% yield). (1) The yield is 0.840. The catalyst is CN(C)C=O. The product is [C:65]([C:64]1[CH:67]=[CH:68][C:61]([C:55]2([F:54])[CH2:60][CH2:59][N:58]([C:9]([C:8]3[C:7]([CH2:18][CH3:19])=[CH:6][C:5]([CH:1]4[CH2:4][CH2:3][CH2:2]4)=[C:13]([CH:12]=3)[C:14]([O:16][CH3:17])=[O:15])=[O:10])[CH2:57][CH2:56]2)=[CH:62][CH:63]=1)#[N:66]. The reactants are [CH:1]1([C:5]2[C:13]([C:14]([O:16][CH3:17])=[O:15])=[CH:12][C:8]([C:9](O)=[O:10])=[C:7]([CH2:18][CH3:19])[CH:6]=2)[CH2:4][CH2:3][CH2:2]1.CN(C(ON1N=NC2C=CC=CC1=2)=[N+](C)C)C.F[P-](F)(F)(F)(F)F.CCN(C(C)C)C(C)C.Cl.[F:54][C:55]1([C:61]2[CH:68]=[CH:67][C:64]([C:65]#[N:66])=[CH:63][CH:62]=2)[CH2:60][CH2:59][NH:58][CH2:57][CH2:56]1. (2) The reactants are [Cl:1][C:2]1[C:7]2[CH:8]=[C:9]([C:11]([O:13][CH2:14][CH3:15])=[O:12])[NH:10][C:6]=2[C:5](=[O:16])[N:4]([CH3:17])[N:3]=1.[H-].[Na+].Cl[CH2:21][O:22][CH2:23][CH2:24][Si:25]([CH3:28])([CH3:27])[CH3:26]. The catalyst is CN(C)C=O. The product is [Cl:1][C:2]1[C:7]2[CH:8]=[C:9]([C:11]([O:13][CH2:14][CH3:15])=[O:12])[N:10]([CH2:21][O:22][CH2:23][CH2:24][Si:25]([CH3:28])([CH3:27])[CH3:26])[C:6]=2[C:5](=[O:16])[N:4]([CH3:17])[N:3]=1. The yield is 0.810. (3) The product is [C:1]([O:5][C:6]([NH:8][C@H:9]1[CH2:23][CH2:22][CH2:21][O:20][CH2:19][CH:18]=[CH:17][C@@H:16]2[CH2:24][C@@:15]2([C:25]([OH:27])=[O:26])[NH:14][C:13](=[O:30])[C@@H:12]2[CH2:31][C@@H:32]([O:34][C:35]([N:37]3[CH2:45][C:44]4[C:39](=[CH:40][CH:41]=[CH:42][C:43]=4[F:46])[CH2:38]3)=[O:36])[CH2:33][N:11]2[C:10]1=[O:47])=[O:7])([CH3:4])([CH3:2])[CH3:3]. The reactants are [C:1]([O:5][C:6]([NH:8][C@H:9]1[CH2:23][CH2:22][CH2:21][O:20][CH2:19][CH:18]=[CH:17][C@@H:16]2[CH2:24][C@@:15]2([C:25]([O:27]CC)=[O:26])[NH:14][C:13](=[O:30])[C@@H:12]2[CH2:31][C@@H:32]([O:34][C:35]([N:37]3[CH2:45][C:44]4[C:39](=[CH:40][CH:41]=[CH:42][C:43]=4[F:46])[CH2:38]3)=[O:36])[CH2:33][N:11]2[C:10]1=[O:47])=[O:7])([CH3:4])([CH3:3])[CH3:2].[OH-].[Na+].CCOCC. The yield is 0.920. The catalyst is C1COCC1.O. (4) The reactants are C(O[C:4](=O)[CH2:5][CH2:6][NH:7][C:8]1[CH:13]=[C:12](C)[CH:11]=[C:10]([CH3:15])[CH:9]=1)C.[H-].[H-].[H-].[H-].[Li+].[Al+3].[OH2:23].C(Cl)Cl.[CH3:27]O. The catalyst is O1CCCC1. The product is [CH3:27][CH2:4][CH2:5][CH:6]([NH:7][C:8]1[CH:9]=[C:10]([CH3:15])[CH:11]=[CH:12][CH:13]=1)[OH:23]. The yield is 0.860.